From a dataset of Forward reaction prediction with 1.9M reactions from USPTO patents (1976-2016). Predict the product of the given reaction. (1) Given the reactants CC1C=CC(S(OCC2CC3C(C(F)(F)F)=CC=C(Cl)C=3O2)(=O)=O)=CC=1.[N-]=[N+]=[N-].[Na+].N(CC1CC2C=C(Cl)C=C(C3C=CSC=3)C=2O1)=[N+]=[N-].[N:50]([CH2:53][CH:54]1[CH2:58][C:57]2[C:59]([C:64]([F:67])([F:66])[F:65])=[CH:60][CH:61]=[C:62]([Cl:63])[C:56]=2[O:55]1)=[N+]=[N-].[N-]=[N+]=[N-], predict the reaction product. The product is: [Cl:63][C:62]1[C:56]2[O:55][CH:54]([CH2:53][NH2:50])[CH2:58][C:57]=2[C:59]([C:64]([F:67])([F:65])[F:66])=[CH:60][CH:61]=1. (2) Given the reactants [N:1]1[C:10]2[C:5](=[CH:6][C:7]([CH:11]([CH3:16])[C:12]([O:14]C)=[O:13])=[CH:8][CH:9]=2)[CH:4]=[CH:3][CH:2]=1.CO.[OH-].[Na+].Cl, predict the reaction product. The product is: [N:1]1[C:10]2[C:5](=[CH:6][C:7]([CH:11]([CH3:16])[C:12]([OH:14])=[O:13])=[CH:8][CH:9]=2)[CH:4]=[CH:3][CH:2]=1. (3) Given the reactants [F:1][C:2]1[CH:7]=[C:6]([O:8][C:9]2[CH:14]=[CH:13][N:12]=[C:11]([NH:15][C:16]([N:18]([CH3:26])[CH:19]3[CH2:24][CH2:23][N:22]([CH3:25])[CH2:21][CH2:20]3)=[O:17])[CH:10]=2)[CH:5]=[CH:4][C:3]=1[NH:27][C:28]([C:30]1([C:33]([OH:35])=O)[CH2:32][CH2:31]1)=[O:29].[NH2:36][C:37]1[CH:38]=[N:39][CH:40]=[CH:41][CH:42]=1.C(N(CC)CC)C.F[P-](F)(F)(F)(F)F.N1(O[P+](N(C)C)(N(C)C)N(C)C)C2C=CC=CC=2N=N1, predict the reaction product. The product is: [F:1][C:2]1[CH:7]=[C:6]([O:8][C:9]2[CH:14]=[CH:13][N:12]=[C:11]([NH:15][C:16]([N:18]([CH3:26])[CH:19]3[CH2:20][CH2:21][N:22]([CH3:25])[CH2:23][CH2:24]3)=[O:17])[CH:10]=2)[CH:5]=[CH:4][C:3]=1[NH:27][C:28]([C:30]1([C:33]([NH:36][C:37]2[CH:38]=[N:39][CH:40]=[CH:41][CH:42]=2)=[O:35])[CH2:31][CH2:32]1)=[O:29]. (4) Given the reactants Br[C:2]1[CH:7]=[CH:6][CH:5]=[C:4]([Br:8])[N:3]=1.[F:9][C:10]([F:21])([F:20])[C:11]1[CH:16]=[CH:15][C:14](B(O)O)=[CH:13][CH:12]=1.C(=O)([O-])[O-].[Na+].[Na+], predict the reaction product. The product is: [Br:8][C:4]1[CH:5]=[CH:6][CH:7]=[C:2]([C:14]2[CH:15]=[CH:16][C:11]([C:10]([F:21])([F:20])[F:9])=[CH:12][CH:13]=2)[N:3]=1. (5) Given the reactants [Br-].[CH2:2]([P+](C1C=CC=CC=1)(C1C=CC=CC=1)C1C=CC=CC=1)[CH2:3][C:4]1[CH:9]=[CH:8][CH:7]=[CH:6][CH:5]=1.[Li]CCCC.[CH3:34][O:35][C:36]1[CH:43]=[CH:42][C:39]([CH:40]=O)=[CH:38][CH:37]=1, predict the reaction product. The product is: [CH3:34][O:35][C:36]1[CH:43]=[CH:42][C:39]([CH:40]=[CH:2][CH2:3][C:4]2[CH:5]=[CH:6][CH:7]=[CH:8][CH:9]=2)=[CH:38][CH:37]=1. (6) The product is: [OH:9][CH2:8][C:5]1[CH:6]=[CH:7][C:2]([S:1][C:11]2[CH:12]=[CH:13][C:14]([C:17]#[N:18])=[N:15][CH:16]=2)=[CH:3][CH:4]=1. Given the reactants [SH:1][C:2]1[CH:7]=[CH:6][C:5]([CH2:8][OH:9])=[CH:4][CH:3]=1.Br[C:11]1[CH:12]=[CH:13][C:14]([C:17]#[N:18])=[N:15][CH:16]=1, predict the reaction product. (7) Given the reactants [C:1]([C:3]1[CH:4]=[C:5]([CH:32]([CH3:34])[CH3:33])[C:6]2[O:10][C:9]([C:11]3[CH:30]=[CH:29][C:14]([C:15]([NH:17][CH2:18][C@H:19]4[CH2:24][CH2:23][C@H:22]([CH2:25][C:26](O)=[O:27])[CH2:21][CH2:20]4)=[O:16])=[CH:13][CH:12]=3)=[N:8][C:7]=2[CH:31]=1)#[N:2].[NH2:35][C:36]1[CH:41]=[C:40]([C:42]([F:45])([F:44])[F:43])[CH:39]=[CH:38][N:37]=1, predict the reaction product. The product is: [C:1]([C:3]1[CH:4]=[C:5]([CH:32]([CH3:34])[CH3:33])[C:6]2[O:10][C:9]([C:11]3[CH:30]=[CH:29][C:14]([C:15]([NH:17][CH2:18][C@H:19]4[CH2:24][CH2:23][C@H:22]([CH2:25][C:26](=[O:27])[NH:35][C:36]5[CH:41]=[C:40]([C:42]([F:44])([F:43])[F:45])[CH:39]=[CH:38][N:37]=5)[CH2:21][CH2:20]4)=[O:16])=[CH:13][CH:12]=3)=[N:8][C:7]=2[CH:31]=1)#[N:2].